Dataset: Retrosynthesis with 50K atom-mapped reactions and 10 reaction types from USPTO. Task: Predict the reactants needed to synthesize the given product. (1) The reactants are: CCn1ncc2c(NC3CCOCC3)c(C(=O)NN)cnc21.O=C(Cl)C1CC1. Given the product CCn1ncc2c(NC3CCOCC3)c(C(=O)NNC(=O)C3CC3)cnc21, predict the reactants needed to synthesize it. (2) Given the product CCCCCCCCOc1ccc(C(=O)Oc2cc(Cl)c(Cl)cc2Cl)cc1, predict the reactants needed to synthesize it. The reactants are: CCCCCCCCOc1ccc(C(=O)O)cc1.Oc1cc(Cl)c(Cl)cc1Cl. (3) Given the product CNS(=O)(=O)c1ccc(N)cc1, predict the reactants needed to synthesize it. The reactants are: CNS(=O)(=O)c1ccc([N+](=O)[O-])cc1. (4) Given the product CC(=O)c1cc(C(=O)c2ccc3ccccc3c2)c[nH]1, predict the reactants needed to synthesize it. The reactants are: CC(=O)c1ccc[nH]1.O=C(Cl)c1ccc2ccccc2c1.